Dataset: Full USPTO retrosynthesis dataset with 1.9M reactions from patents (1976-2016). Task: Predict the reactants needed to synthesize the given product. (1) Given the product [C:71]([O:70][C:68]([N:65]1[CH2:64][CH:63]=[CH:62][CH2:67][CH2:66]1)=[O:69])([CH3:74])([CH3:72])[CH3:73], predict the reactants needed to synthesize it. The reactants are: Cl.C(N1C(C2N=C3N(CCOC4C=C(C5CCNCC5)C=CC=43)C=2)=NC=N1)(C)C.BrC1C=CC2C3N(CCOC=2C=1)C=C(C1N(C(C)C)N=CN=1)N=3.B1([C:62]2[CH2:67][CH2:66][N:65]([C:68]([O:70][C:71]([CH3:74])([CH3:73])[CH3:72])=[O:69])[CH2:64][CH:63]=2)OC(C)(C)C(C)(C)O1.C(=O)([O-])[O-].[K+].[K+].C(Cl)Cl. (2) Given the product [Br:1][C:2]1[C:7]([O:8][CH3:9])=[CH:6][C:5]([C:10]2[S:11][C:12]([C:20](=[O:36])[CH:21]([O:34][CH3:35])[C:22]3[CH:23]=[CH:24][C:25]([N:28]4[CH2:29][CH2:30][O:31][CH2:32][CH2:33]4)=[CH:26][CH:27]=3)=[CH:13][CH:14]=2)=[CH:4][C:3]=1[O:15][CH3:16], predict the reactants needed to synthesize it. The reactants are: [Br:1][C:2]1[C:7]([O:8][CH3:9])=[CH:6][C:5]([C:10]2[S:11][CH:12]=[CH:13][CH:14]=2)=[CH:4][C:3]=1[O:15][CH3:16].CON(C)[C:20](=[O:36])[CH:21]([O:34][CH3:35])[C:22]1[CH:27]=[CH:26][C:25]([N:28]2[CH2:33][CH2:32][O:31][CH2:30][CH2:29]2)=[CH:24][CH:23]=1. (3) The reactants are: [C:1]([C:3]1[CH:8]=[CH:7][C:6]([N:9]2[C:16](=[O:17])[C:12]3([CH2:15][CH2:14][CH2:13]3)[N:11]([C:18]3[CH:23]=[CH:22][C:21]([CH2:24]OS(C)(=O)=O)=[CH:20][CH:19]=3)[C:10]2=[S:30])=[CH:5][C:4]=1[C:31]([F:34])([F:33])[F:32])#[N:2].[CH3:35][NH:36][CH3:37]. Given the product [CH3:35][N:36]([CH2:24][C:21]1[CH:20]=[CH:19][C:18]([N:11]2[C:10](=[S:30])[N:9]([C:6]3[CH:7]=[CH:8][C:3]([C:1]#[N:2])=[C:4]([C:31]([F:32])([F:34])[F:33])[CH:5]=3)[C:16](=[O:17])[C:12]32[CH2:15][CH2:14][CH2:13]3)=[CH:23][CH:22]=1)[CH3:37], predict the reactants needed to synthesize it. (4) Given the product [NH2:25][C:16]1[C:15]2[N:14]=[C:13]([CH2:26][O:27][CH2:28][CH3:29])[N:12]([CH2:11][CH2:10][NH:9][C:40](=[O:41])[CH2:39][CH2:38][CH2:37][CH2:36][CH:35]3[CH:50]4[CH:32]([NH:31][C:52](=[O:53])[NH:51]4)[CH2:33][S:34]3)[C:24]=2[C:23]2[CH:22]=[CH:21][CH:20]=[CH:19][C:18]=2[N:17]=1, predict the reactants needed to synthesize it. The reactants are: C(N(CC)CC)C.Cl.[NH2:9][CH2:10][CH2:11][N:12]1[C:24]2[C:23]3[CH:22]=[CH:21][CH:20]=[CH:19][C:18]=3[N:17]=[C:16]([NH2:25])[C:15]=2[N:14]=[C:13]1[CH2:26][O:27][CH2:28][CH3:29].O[N:31]1[C:52](=[O:53])[NH:51][C@H:50]2[C@@H:32]1[CH2:33][S:34][C@H:35]2[CH2:36][CH2:37][CH2:38][CH:39](N1C(=O)CCC1=O)[C:40](=O)[OH:41].